This data is from Catalyst prediction with 721,799 reactions and 888 catalyst types from USPTO. The task is: Predict which catalyst facilitates the given reaction. (1) Reactant: [Cl:1][C:2]1[CH:3]=[C:4]([CH:8]=[CH:9][CH:10]=1)[C:5](Cl)=[O:6].[OH:11][CH:12]([CH3:17])[C:13]([NH:15]O)=[NH:14]. Product: [Cl:1][C:2]1[CH:3]=[C:4]([C:5]2[O:6][N:15]=[C:13]([CH:12]([OH:11])[CH3:17])[N:14]=2)[CH:8]=[CH:9][CH:10]=1. The catalyst class is: 17. (2) Reactant: [CH3:1][CH:2]([CH2:6][C:7]([CH3:10])([CH3:9])[CH3:8])[CH2:3][CH2:4]O.C1(P(C2C=CC=CC=2)C2C=CC=CC=2)C=CC=CC=1.C(Cl)(Cl)Cl.[Br:34]N1C(=O)CCC1=O. Product: [Br:34][CH2:4][CH2:3][CH:2]([CH3:1])[CH2:6][C:7]([CH3:10])([CH3:9])[CH3:8]. The catalyst class is: 81.